Dataset: Catalyst prediction with 721,799 reactions and 888 catalyst types from USPTO. Task: Predict which catalyst facilitates the given reaction. (1) Reactant: [CH3:1][O:2][C:3]1[CH:8]=[CH:7][CH:6]=[CH:5][C:4]=1[C:9]1[N:10]=[N:11][N:12]([CH3:18])[C:13]=1[C:14]([O:16]C)=[O:15].[OH-].[Na+]. Product: [CH3:1][O:2][C:3]1[CH:8]=[CH:7][CH:6]=[CH:5][C:4]=1[C:9]1[N:10]=[N:11][N:12]([CH3:18])[C:13]=1[C:14]([OH:16])=[O:15]. The catalyst class is: 5. (2) Reactant: [CH2:1]([O:4][CH2:5][C:6]1[C:14]([O:15][CH3:16])=[CH:13][CH:12]=[CH:11][C:7]=1[C:8]([OH:10])=[O:9])[CH:2]=[CH2:3].[F:17][C:18]1[C:23](O)=[C:22]([F:25])[C:21]([F:26])=[C:20]([F:27])[C:19]=1[F:28].C1CCC(N=C=NC2CCCCC2)CC1.CCCCCC. Product: [CH2:1]([O:4][CH2:5][C:6]1[C:14]([O:15][CH3:16])=[CH:13][CH:12]=[CH:11][C:7]=1[C:8]([O:10][C:23]1[C:22]([F:25])=[C:21]([F:26])[C:20]([F:27])=[C:19]([F:28])[C:18]=1[F:17])=[O:9])[CH:2]=[CH2:3]. The catalyst class is: 13. (3) Reactant: [S:1]1[C:5]([C:6]([OH:8])=O)=[CH:4][N:3]=[CH:2]1.CN([C:12]([O:16][N:17]1N=NC2C=CC=C[C:18]1=2)=[N+](C)C)C.F[P-](F)(F)(F)(F)F.CCN(C(C)C)C(C)C.CONC. Product: [CH3:12][O:16][N:17]([CH3:18])[C:6]([C:5]1[S:1][CH:2]=[N:3][CH:4]=1)=[O:8]. The catalyst class is: 3.